This data is from Reaction yield outcomes from USPTO patents with 853,638 reactions. The task is: Predict the reaction yield, written as a fraction of the theoretical maximum amount of product (1.0 means a 100% yield; for example, 0.34 means a 34% yield). (1) The reactants are [Br:1][C:2]1[CH:3]=[C:4]2[C:10]([CH3:11])=[N:9][NH:8][C:5]2=[N:6][CH:7]=1.[C:12]([O:16][C:17](O[C:17]([O:16][C:12]([CH3:15])([CH3:14])[CH3:13])=[O:18])=[O:18])([CH3:15])([CH3:14])[CH3:13]. The catalyst is C(#N)C. The product is [Br:1][C:2]1[CH:3]=[C:4]2[C:10]([CH3:11])=[N:9][N:8]([C:17]([O:16][C:12]([CH3:15])([CH3:14])[CH3:13])=[O:18])[C:5]2=[N:6][CH:7]=1. The yield is 0.860. (2) The reactants are [N:1]1[CH:6]=[CH:5][N:4]=[CH:3][C:2]=1[C:7](=O)[CH2:8][C:9](=O)[C:10]([O:12][CH3:13])=[O:11].[Cl:16][C:17]1[N:18]=[N:19][C:20]([NH:23][NH2:24])=[CH:21][CH:22]=1.Cl.C(=O)(O)[O-].[Na+]. The catalyst is CO.C(OCC)(=O)C. The product is [Cl:16][C:17]1[N:18]=[N:19][C:20]([N:23]2[C:7]([C:2]3[CH:3]=[N:4][CH:5]=[CH:6][N:1]=3)=[CH:8][C:9]([C:10]([O:12][CH3:13])=[O:11])=[N:24]2)=[CH:21][CH:22]=1. The yield is 0.600. (3) The reactants are [N:1]1([C:6]2[CH:11]=[CH:10][C:9]([C:12](=[O:27])[CH2:13][CH:14]([C:19]3[CH:24]=[C:23]([Cl:25])[CH:22]=[C:21]([Cl:26])[CH:20]=3)[C:15]([F:18])([F:17])[F:16])=[CH:8][CH:7]=2)[CH:5]=[N:4][CH:3]=[N:2]1.[CH3:28][Mg]Br. The catalyst is C1COCC1. The product is [N:1]1([C:6]2[CH:7]=[CH:8][C:9]([C:12]([OH:27])([CH2:13][CH:14]([C:19]3[CH:24]=[C:23]([Cl:25])[CH:22]=[C:21]([Cl:26])[CH:20]=3)[C:15]([F:18])([F:16])[F:17])[CH3:28])=[CH:10][CH:11]=2)[CH:5]=[N:4][CH:3]=[N:2]1. The yield is 0.320. (4) The reactants are F[C:2]1[CH:7]=[CH:6][CH:5]=[CH:4][C:3]=1[N+:8]([O-:10])=[O:9].[CH:11]([NH2:14])([CH3:13])[CH3:12]. The catalyst is CCO. The product is [CH:11]([NH:14][C:2]1[CH:7]=[CH:6][CH:5]=[CH:4][C:3]=1[N+:8]([O-:10])=[O:9])([CH3:13])[CH3:12]. The yield is 0.930. (5) The reactants are [CH2:1]([N:8]1[CH2:13][CH2:12][CH:11](/[C:14](=[N:19]\[S@@:20]([C:22]([CH3:25])([CH3:24])[CH3:23])=[O:21])/[CH2:15][CH2:16][CH:17]=[CH2:18])[CH2:10][CH2:9]1)[C:2]1[CH:7]=[CH:6][CH:5]=[CH:4][CH:3]=1.[Al]([C:31]#[N:32])(CC)CC.CC(O)C. The catalyst is C1COCC1. The product is [CH2:1]([N:8]1[CH2:13][CH2:12][CH:11]([C@@:14]([NH:19][S@@:20]([C:22]([CH3:25])([CH3:24])[CH3:23])=[O:21])([C:31]#[N:32])[CH2:15][CH2:16][CH:17]=[CH2:18])[CH2:10][CH2:9]1)[C:2]1[CH:7]=[CH:6][CH:5]=[CH:4][CH:3]=1. The yield is 0.670. (6) The catalyst is CO.C(OCC)(=O)C. The yield is 0.450. The product is [OH:6][C@H:5]([CH2:4][OH:3])[CH2:7][O:8][NH:9][C:10]([C:12]1[CH:13]=[C:14]2[CH:19]=[CH:18][N:17]=[CH:16][N:15]2[C:20]=1[NH:21][C:22]1[CH:27]=[CH:26][C:25]([S:28][CH3:29])=[CH:24][C:23]=1[F:30])=[O:11]. The reactants are CC1(C)[O:6][C@@H:5]([CH2:7][O:8][NH:9][C:10]([C:12]2[CH:13]=[C:14]3[CH:19]=[CH:18][N:17]=[CH:16][N:15]3[C:20]=2[NH:21][C:22]2[CH:27]=[CH:26][C:25]([S:28][CH3:29])=[CH:24][C:23]=2[F:30])=[O:11])[CH2:4][O:3]1.Cl.O1CCOCC1.